This data is from Reaction yield outcomes from USPTO patents with 853,638 reactions. The task is: Predict the reaction yield, written as a fraction of the theoretical maximum amount of product (1.0 means a 100% yield; for example, 0.34 means a 34% yield). (1) The reactants are [CH:1]1([N:7]([CH:18]2[CH2:23][CH2:22][CH2:21][CH2:20][CH2:19]2)[C:8]([NH:10][C:11]2[S:12][C:13]([CH:16]=O)=[CH:14][N:15]=2)=[O:9])[CH2:6][CH2:5][CH2:4][CH2:3][CH2:2]1.[N:24]1([C:30](=[O:33])[CH2:31][CH3:32])[CH2:29][CH2:28][NH:27][CH2:26][CH2:25]1.C(O[BH-](OC(=O)C)OC(=O)C)(=O)C.[Na+]. The catalyst is C(O)(=O)C. The product is [CH:18]1([N:7]([CH:1]2[CH2:6][CH2:5][CH2:4][CH2:3][CH2:2]2)[C:8]([NH:10][C:11]2[S:12][C:13]([CH2:16][N:27]3[CH2:28][CH2:29][N:24]([C:30](=[O:33])[CH2:31][CH3:32])[CH2:25][CH2:26]3)=[CH:14][N:15]=2)=[O:9])[CH2:19][CH2:20][CH2:21][CH2:22][CH2:23]1. The yield is 0.150. (2) The reactants are Cl.[C:2]1([N:8]2[CH2:13][CH2:12][NH:11][CH2:10][CH2:9]2)[CH:7]=[CH:6][CH:5]=[CH:4][CH:3]=1.[I-].C(C[P+](C)(C)C)#N.O[CH2:23][C:24]1[CH:33]=[N:32][C:31]2[N:30]3[CH2:34][CH2:35][CH2:36][C@H:29]3[C:28](=[O:37])[NH:27][C:26]=2[CH:25]=1.CCN(C(C)C)C(C)C. The catalyst is C(#N)CC. The product is [C:2]1([N:8]2[CH2:13][CH2:12][N:11]([CH2:23][C:24]3[CH:33]=[N:32][C:31]4[N:30]5[CH2:34][CH2:35][CH2:36][C@H:29]5[C:28](=[O:37])[NH:27][C:26]=4[CH:25]=3)[CH2:10][CH2:9]2)[CH:7]=[CH:6][CH:5]=[CH:4][CH:3]=1. The yield is 0.230.